This data is from NCI-60 drug combinations with 297,098 pairs across 59 cell lines. The task is: Regression. Given two drug SMILES strings and cell line genomic features, predict the synergy score measuring deviation from expected non-interaction effect. (1) Drug 1: C1=NC2=C(N1)C(=S)N=CN2. Drug 2: C(CC(=O)O)C(=O)CN.Cl. Cell line: MDA-MB-231. Synergy scores: CSS=60.7, Synergy_ZIP=-2.76, Synergy_Bliss=-2.35, Synergy_Loewe=-5.84, Synergy_HSA=0.0521. (2) Drug 1: CN1CCC(CC1)COC2=C(C=C3C(=C2)N=CN=C3NC4=C(C=C(C=C4)Br)F)OC. Drug 2: C(CC(=O)O)C(=O)CN.Cl. Cell line: HT29. Synergy scores: CSS=-1.37, Synergy_ZIP=-1.93, Synergy_Bliss=-8.87, Synergy_Loewe=-13.2, Synergy_HSA=-10.8. (3) Drug 1: CCC1=CC2CC(C3=C(CN(C2)C1)C4=CC=CC=C4N3)(C5=C(C=C6C(=C5)C78CCN9C7C(C=CC9)(C(C(C8N6C)(C(=O)OC)O)OC(=O)C)CC)OC)C(=O)OC.C(C(C(=O)O)O)(C(=O)O)O. Drug 2: C1C(C(OC1N2C=NC3=C2NC=NCC3O)CO)O. Cell line: 786-0. Synergy scores: CSS=35.8, Synergy_ZIP=-1.20, Synergy_Bliss=-0.260, Synergy_Loewe=-0.143, Synergy_HSA=1.90. (4) Drug 1: CC1OCC2C(O1)C(C(C(O2)OC3C4COC(=O)C4C(C5=CC6=C(C=C35)OCO6)C7=CC(=C(C(=C7)OC)O)OC)O)O. Drug 2: C1CN1P(=S)(N2CC2)N3CC3. Cell line: LOX IMVI. Synergy scores: CSS=39.1, Synergy_ZIP=-7.98, Synergy_Bliss=-7.50, Synergy_Loewe=-2.48, Synergy_HSA=-0.777. (5) Drug 1: CCC1(CC2CC(C3=C(CCN(C2)C1)C4=CC=CC=C4N3)(C5=C(C=C6C(=C5)C78CCN9C7C(C=CC9)(C(C(C8N6C)(C(=O)OC)O)OC(=O)C)CC)OC)C(=O)OC)O.OS(=O)(=O)O. Drug 2: C1C(C(OC1N2C=NC(=NC2=O)N)CO)O. Cell line: IGROV1. Synergy scores: CSS=0.545, Synergy_ZIP=0.369, Synergy_Bliss=2.47, Synergy_Loewe=2.40, Synergy_HSA=1.76.